Dataset: Volume of distribution at steady state (VDss) regression data from Lombardo et al.. Task: Regression/Classification. Given a drug SMILES string, predict its absorption, distribution, metabolism, or excretion properties. Task type varies by dataset: regression for continuous measurements (e.g., permeability, clearance, half-life) or binary classification for categorical outcomes (e.g., BBB penetration, CYP inhibition). For this dataset (vdss_lombardo), we predict log10(VDss) (log10 of volume of distribution in L/kg). The drug is CO/N=C(\C(=O)NC1C(=O)N2C(C(=O)[O-])=C(CSc3nc(C)c(CC(=O)[O-])s3)CSC12)c1csc(N)n1. The log10(VDss) is -1.30.